Dataset: NCI-60 drug combinations with 297,098 pairs across 59 cell lines. Task: Regression. Given two drug SMILES strings and cell line genomic features, predict the synergy score measuring deviation from expected non-interaction effect. (1) Drug 1: CC1=C2C(C(=O)C3(C(CC4C(C3C(C(C2(C)C)(CC1OC(=O)C(C(C5=CC=CC=C5)NC(=O)OC(C)(C)C)O)O)OC(=O)C6=CC=CC=C6)(CO4)OC(=O)C)OC)C)OC. Drug 2: CC1C(C(CC(O1)OC2CC(OC(C2O)C)OC3=CC4=CC5=C(C(=O)C(C(C5)C(C(=O)C(C(C)O)O)OC)OC6CC(C(C(O6)C)O)OC7CC(C(C(O7)C)O)OC8CC(C(C(O8)C)O)(C)O)C(=C4C(=C3C)O)O)O)O. Cell line: SF-539. Synergy scores: CSS=82.0, Synergy_ZIP=25.1, Synergy_Bliss=24.0, Synergy_Loewe=1.03, Synergy_HSA=25.5. (2) Drug 1: COC1=CC(=CC(=C1O)OC)C2C3C(COC3=O)C(C4=CC5=C(C=C24)OCO5)OC6C(C(C7C(O6)COC(O7)C8=CC=CS8)O)O. Drug 2: CCC(=C(C1=CC=CC=C1)C2=CC=C(C=C2)OCCN(C)C)C3=CC=CC=C3.C(C(=O)O)C(CC(=O)O)(C(=O)O)O. Cell line: OVCAR-5. Synergy scores: CSS=21.5, Synergy_ZIP=-4.17, Synergy_Bliss=2.51, Synergy_Loewe=-4.01, Synergy_HSA=3.35. (3) Drug 1: CC1C(C(=O)NC(C(=O)N2CCCC2C(=O)N(CC(=O)N(C(C(=O)O1)C(C)C)C)C)C(C)C)NC(=O)C3=C4C(=C(C=C3)C)OC5=C(C(=O)C(=C(C5=N4)C(=O)NC6C(OC(=O)C(N(C(=O)CN(C(=O)C7CCCN7C(=O)C(NC6=O)C(C)C)C)C)C(C)C)C)N)C. Drug 2: CS(=O)(=O)OCCCCOS(=O)(=O)C. Cell line: SNB-75. Synergy scores: CSS=-6.18, Synergy_ZIP=1.21, Synergy_Bliss=0.863, Synergy_Loewe=-5.67, Synergy_HSA=-3.08. (4) Drug 1: COC1=C(C=C2C(=C1)N=CN=C2NC3=CC(=C(C=C3)F)Cl)OCCCN4CCOCC4. Drug 2: C1=NC2=C(N=C(N=C2N1C3C(C(C(O3)CO)O)F)Cl)N. Cell line: K-562. Synergy scores: CSS=36.8, Synergy_ZIP=-2.03, Synergy_Bliss=-1.22, Synergy_Loewe=-12.1, Synergy_HSA=1.88. (5) Drug 1: C1=CC(=C2C(=C1NCCNCCO)C(=O)C3=C(C=CC(=C3C2=O)O)O)NCCNCCO. Drug 2: C1=C(C(=O)NC(=O)N1)N(CCCl)CCCl. Cell line: HOP-62. Synergy scores: CSS=66.7, Synergy_ZIP=2.05, Synergy_Bliss=1.65, Synergy_Loewe=-6.05, Synergy_HSA=4.04. (6) Drug 1: CCC1=CC2CC(C3=C(CN(C2)C1)C4=CC=CC=C4N3)(C5=C(C=C6C(=C5)C78CCN9C7C(C=CC9)(C(C(C8N6C)(C(=O)OC)O)OC(=O)C)CC)OC)C(=O)OC.C(C(C(=O)O)O)(C(=O)O)O. Drug 2: C1=CC=C(C(=C1)C(C2=CC=C(C=C2)Cl)C(Cl)Cl)Cl. Cell line: HCT-15. Synergy scores: CSS=38.0, Synergy_ZIP=6.71, Synergy_Bliss=7.57, Synergy_Loewe=-25.3, Synergy_HSA=9.31. (7) Drug 1: CC=C1C(=O)NC(C(=O)OC2CC(=O)NC(C(=O)NC(CSSCCC=C2)C(=O)N1)C(C)C)C(C)C. Drug 2: C1C(C(OC1N2C=NC(=NC2=O)N)CO)O. Cell line: SW-620. Synergy scores: CSS=46.0, Synergy_ZIP=-0.335, Synergy_Bliss=-1.13, Synergy_Loewe=-13.0, Synergy_HSA=1.68. (8) Drug 2: C1=NNC2=C1C(=O)NC=N2. Synergy scores: CSS=23.7, Synergy_ZIP=-7.51, Synergy_Bliss=-2.10, Synergy_Loewe=-3.30, Synergy_HSA=-1.92. Drug 1: C1CN(CCN1C(=O)CCBr)C(=O)CCBr. Cell line: SN12C. (9) Drug 1: COC1=C(C=C2C(=C1)N=CN=C2NC3=CC(=C(C=C3)F)Cl)OCCCN4CCOCC4. Drug 2: C(CC(=O)O)C(=O)CN.Cl. Cell line: MOLT-4. Synergy scores: CSS=25.4, Synergy_ZIP=-10.5, Synergy_Bliss=-5.48, Synergy_Loewe=-5.87, Synergy_HSA=-3.94.